This data is from Forward reaction prediction with 1.9M reactions from USPTO patents (1976-2016). The task is: Predict the product of the given reaction. Given the reactants O.C(O)(=O)CC(CC(O)=O)(C(O)=O)O.C(=[N:28][C:29]1([CH2:44][C:45]#[CH:46])[CH2:34][CH2:33][CH2:32][N:31]([CH2:35][O:36][CH2:37][CH2:38][Si:39]([CH3:42])([CH3:41])[CH3:40])[C:30]1=[O:43])(C1C=CC=CC=1)C1C=CC=CC=1, predict the reaction product. The product is: [NH2:28][C:29]1([CH2:44][C:45]#[CH:46])[CH2:34][CH2:33][CH2:32][N:31]([CH2:35][O:36][CH2:37][CH2:38][Si:39]([CH3:41])([CH3:40])[CH3:42])[C:30]1=[O:43].